From a dataset of Full USPTO retrosynthesis dataset with 1.9M reactions from patents (1976-2016). Predict the reactants needed to synthesize the given product. (1) Given the product [Cl:1][C:2]1[S:3][C:4]([C:7]([N:9]([C:10]2[C:15]([CH3:16])=[CH:14][CH:13]=[CH:12][C:11]=2[Cl:17])[CH2:24][C:23]2[CH:26]=[CH:27][C:20]([O:19][CH3:18])=[CH:21][CH:22]=2)=[O:8])=[CH:5][N:6]=1, predict the reactants needed to synthesize it. The reactants are: [Cl:1][C:2]1[S:3][C:4]([C:7]([NH:9][C:10]2[C:15]([CH3:16])=[CH:14][CH:13]=[CH:12][C:11]=2[Cl:17])=[O:8])=[CH:5][N:6]=1.[CH3:18][O:19][C:20]1[CH:27]=[CH:26][C:23]([CH2:24]Cl)=[CH:22][CH:21]=1.[H-].[Na+]. (2) Given the product [CH3:3][C:2]([NH2:14])([C:4]1[CH:9]=[CH:8][N:7]=[C:6]([C:10]([F:11])([F:13])[F:12])[N:5]=1)[CH3:1], predict the reactants needed to synthesize it. The reactants are: [CH3:1][C:2]([NH:14]C(=O)C)([C:4]1[CH:9]=[CH:8][N:7]=[C:6]([C:10]([F:13])([F:12])[F:11])[N:5]=1)[CH3:3].[OH-].[Na+]. (3) Given the product [CH3:13][C:11]1[NH:12][C:8]([C:5]2[CH:6]=[CH:7][C:2]([C:28]3[CH:27]=[CH:26][C:25]([CH2:24][N:21]4[CH2:22][CH2:23][N:18]([CH3:17])[CH2:19][CH2:20]4)=[CH:30][CH:29]=3)=[CH:3][CH:4]=2)=[CH:9][C:10]=1[C:14]([NH2:16])=[O:15], predict the reactants needed to synthesize it. The reactants are: Br[C:2]1[CH:7]=[CH:6][C:5]([C:8]2[NH:12][C:11]([CH3:13])=[C:10]([C:14]([NH2:16])=[O:15])[CH:9]=2)=[CH:4][CH:3]=1.[CH3:17][N:18]1[CH2:23][CH2:22][N:21]([CH2:24][C:25]2[CH:30]=[CH:29][C:28](B3OC(C)(C)C(C)(C)O3)=[CH:27][CH:26]=2)[CH2:20][CH2:19]1.C(=O)([O-])[O-].[Cs+].[Cs+].